The task is: Predict the reaction yield, written as a fraction of the theoretical maximum amount of product (1.0 means a 100% yield; for example, 0.34 means a 34% yield).. This data is from Reaction yield outcomes from USPTO patents with 853,638 reactions. (1) The yield is 0.520. The reactants are [C:1]1([CH:7]2[S:12][CH2:11][CH2:10][CH2:9][S:8]2)[CH:6]=[CH:5][CH:4]=[CH:3][CH:2]=1.C([Li])CCC.[C:18]([O:22][C:23](=[O:30])[NH:24][C:25]([CH3:29])([CH3:28])[CH:26]=[O:27])([CH3:21])([CH3:20])[CH3:19].C(O)(=O)C. The catalyst is C1COCC1. The product is [C:18]([O:22][C:23](=[O:30])[NH:24][C:25]([CH3:29])([CH3:28])[CH:26]([OH:27])[C:7]1([C:1]2[CH:2]=[CH:3][CH:4]=[CH:5][CH:6]=2)[S:8][CH2:9][CH2:10][CH2:11][S:12]1)([CH3:21])([CH3:19])[CH3:20]. (2) The reactants are [I:1][C:2]1[CH:8]=[CH:7][C:5]([NH2:6])=[CH:4][CH:3]=1.[C:9](OC(=O)C)(=[O:11])[CH3:10].N1C=CC=CC=1. The catalyst is C(OCC)(=O)C. The product is [CH3:10][C:9]([NH:6][C:5]1[CH:7]=[CH:8][C:2]([I:1])=[CH:3][CH:4]=1)=[O:11]. The yield is 0.990. (3) The reactants are [C:1]([Si:5]([CH3:20])([CH3:19])[O:6][CH2:7][CH2:8][NH:9][C:10]1[N:17]=[C:16](Cl)[CH:15]=[CH:14][C:11]=1[C:12]#[N:13])([CH3:4])([CH3:3])[CH3:2].[Br:21][C:22]1[CH:41]=[CH:40][C:25]([O:26]C2C=CC(C#N)=C(OCC(F)F)N=2)=[CH:24][C:23]=1[CH:42]=[O:43].C([O-])([O-])=O.[K+].[K+]. The catalyst is CN(C=O)C. The product is [Br:21][C:22]1[CH:41]=[CH:40][C:25]([O:26][C:16]2[CH:15]=[CH:14][C:11]([C:12]#[N:13])=[C:10]([NH:9][CH2:8][CH2:7][O:6][Si:5]([C:1]([CH3:4])([CH3:3])[CH3:2])([CH3:20])[CH3:19])[N:17]=2)=[CH:24][C:23]=1[CH:42]=[O:43]. The yield is 0.750. (4) The reactants are Br[C:2]1[CH:3]=[C:4]([CH:12]=[C:13]([C:15]([F:18])([F:17])[F:16])[CH:14]=1)[C:5]([O:7][C:8]([CH3:11])([CH3:10])[CH3:9])=[O:6].CN([CH:22]=[O:23])C.CCOC(C)=O.CCCCCC.CCOCC. The catalyst is C1COCC1.Cl. The product is [CH:22]([C:2]1[CH:3]=[C:4]([CH:12]=[C:13]([C:15]([F:18])([F:17])[F:16])[CH:14]=1)[C:5]([O:7][C:8]([CH3:11])([CH3:10])[CH3:9])=[O:6])=[O:23]. The yield is 0.687. (5) The reactants are CN(C)C1C=CC=CC=1.[Cl:10][C:11]1[C:19]2[C:18]([O:20][C:21]3[CH:26]=[C:25]([N+:27]([O-])=O)[CH:24]=[C:23]([F:30])[CH:22]=3)=[N:17][C:16]([NH:31][C:32]3[CH:37]=[CH:36][C:35]([N:38]4[CH2:43][CH2:42][N:41]([CH3:44])[CH2:40][CH2:39]4)=[CH:34][C:33]=3[O:45][CH3:46])=[N:15][C:14]=2[N:13]([CH2:47][O:48][CH2:49][CH2:50][Si:51]([CH3:54])([CH3:53])[CH3:52])[CH:12]=1. The catalyst is O=P(Cl)(Cl)Cl. The product is [NH2:27][C:25]1[CH:26]=[C:21]([CH:22]=[C:23]([F:30])[CH:24]=1)[O:20][C:18]1[C:19]2[C:11]([Cl:10])=[CH:12][N:13]([CH2:47][O:48][CH2:49][CH2:50][Si:51]([CH3:52])([CH3:53])[CH3:54])[C:14]=2[N:15]=[C:16]([NH:31][C:32]2[CH:37]=[CH:36][C:35]([N:38]3[CH2:39][CH2:40][N:41]([CH3:44])[CH2:42][CH2:43]3)=[CH:34][C:33]=2[O:45][CH3:46])[N:17]=1. The yield is 0.640. (6) The reactants are [CH3:1][O:2][C:3]1[C:4]([CH2:14][CH:15]=[CH2:16])([CH3:13])[C:5]2[C:10]([CH2:11][CH:12]=1)=[CH:9][CH:8]=[CH:7][CH:6]=2.[Cr](O[Cr]([O-])(=O)=O)([O-])(=O)=[O:18].[NH+]1C=CC=CC=1.[NH+]1C=CC=CC=1.C(OO)(C)(C)C. The catalyst is C1C=CC=CC=1. The product is [CH2:14]([C:4]1([CH3:13])[C:5]2[C:10](=[CH:9][CH:8]=[CH:7][CH:6]=2)[C:11](=[O:18])[CH:12]=[C:3]1[O:2][CH3:1])[CH:15]=[CH2:16]. The yield is 0.250. (7) The reactants are C(=O)([O-])[O-].[K+].[K+].[CH2:7]([O:14][C:15]1[CH:20]=[CH:19][CH:18]=[C:17](F)[C:16]=1[N+:22]([O-:24])=[O:23])[C:8]1[CH:13]=[CH:12][CH:11]=[CH:10][CH:9]=1.[CH2:25]([NH2:32])[C:26]1[CH:31]=[CH:30][CH:29]=[CH:28][CH:27]=1. The catalyst is O1CCCC1. The product is [CH2:25]([NH:32][C:17]1[CH:18]=[CH:19][CH:20]=[C:15]([O:14][CH2:7][C:8]2[CH:13]=[CH:12][CH:11]=[CH:10][CH:9]=2)[C:16]=1[N+:22]([O-:24])=[O:23])[C:26]1[CH:31]=[CH:30][CH:29]=[CH:28][CH:27]=1. The yield is 0.880.